Dataset: Forward reaction prediction with 1.9M reactions from USPTO patents (1976-2016). Task: Predict the product of the given reaction. (1) The product is: [NH:2]1[C:10]2[C:5](=[N:6][CH:7]=[CH:8][CH:9]=2)[C:4]([N:11]2[CH2:20][CH2:19][C:14](=[O:15])[CH2:13][CH2:12]2)=[CH:3]1. Given the reactants Cl.[NH:2]1[C:10]2[C:5](=[N:6][CH:7]=[CH:8][CH:9]=2)[C:4]([N:11]2[CH2:20][CH2:19][C:14]3(OCC[O:15]3)[CH2:13][CH2:12]2)=[CH:3]1.C(=O)(O)[O-].[Na+], predict the reaction product. (2) Given the reactants [NH2:1][C:2]1[C:3]2[CH2:14][N:13]([C:15]([O:17][C:18]([CH3:21])([CH3:20])[CH3:19])=[O:16])[C:12]([CH3:23])([CH3:22])[C:4]=2[N:5](C(OCC)=O)[N:6]=1.[OH-].[Na+], predict the reaction product. The product is: [NH2:1][C:2]1[C:3]2[CH2:14][N:13]([C:15]([O:17][C:18]([CH3:21])([CH3:20])[CH3:19])=[O:16])[C:12]([CH3:23])([CH3:22])[C:4]=2[NH:5][N:6]=1. (3) The product is: [CH2:26]([CH:28]([CH2:36][CH2:37][CH2:38][CH3:39])[CH2:29][O:30][C:31](=[O:35])[CH2:32][CH2:33][S:34][C:12]1[CH:11]=[C:10]2[C:15]([C:16]([C:18]3[CH:23]=[CH:22][CH:21]=[CH:20][CH:19]=3)=[CH:17][C:8]3[N:9]2[CH:25]=[CH:6][N:7]=3)=[CH:14][CH:13]=1)[CH3:27]. Given the reactants C(OC([C:6]1[N:7]=[C:8]2[CH:17]=[C:16]([C:18]3[CH:23]=[CH:22][CH:21]=[CH:20][CH:19]=3)[C:15]3[C:10](=[CH:11][C:12](I)=[CH:13][CH:14]=3)[N:9]2[CH:25]=1)=O)C.[CH2:26]([CH:28]([CH2:36][CH2:37][CH2:38][CH3:39])[CH2:29][O:30][C:31](=[O:35])[CH2:32][CH2:33][SH:34])[CH3:27].C1(P(C2C=CC=CC=2)C2C3OC4C(=CC=CC=4P(C4C=CC=CC=4)C4C=CC=CC=4)C(C)(C)C=3C=CC=2)C=CC=CC=1.CCN(C(C)C)C(C)C, predict the reaction product. (4) Given the reactants [CH2:1]([O:3][CH2:4][O:5][C:6]1[CH:11]=[CH:10][C:9]([C:12]2[CH:17]=[CH:16][C:15]([C:18]([F:21])([F:20])[F:19])=[CH:14][CH:13]=2)=[CH:8][CH:7]=1)[CH3:2].C([Li])CCC.[CH2:27]([S:30][S:30][CH2:27][CH2:28][CH3:29])[CH2:28][CH3:29], predict the reaction product. The product is: [F:21][C:18]([F:19])([F:20])[C:15]1[CH:16]=[CH:17][C:12]([C:9]2[CH:8]=[CH:7][C:6]([O:5][CH2:4][O:3][CH2:1][CH3:2])=[C:11]([S:30][CH2:27][CH2:28][CH3:29])[CH:10]=2)=[CH:13][CH:14]=1. (5) Given the reactants [Cl:1][C:2]1[CH:7]=[CH:6][CH:5]=[CH:4][C:3]=1[N:8]1[C:16]([C:17]2[CH:22]=[CH:21][C:20]([Cl:23])=[CH:19][CH:18]=2)=[C:15]2[C:10]([C:11]([OH:24])=[N:12][CH:13]=[CH:14]2)=[N:9]1.FC(F)(F)S(O[CH2:31][C:32]([F:35])([F:34])[F:33])(=O)=O, predict the reaction product. The product is: [Cl:1][C:2]1[CH:7]=[CH:6][CH:5]=[CH:4][C:3]=1[N:8]1[C:16]([C:17]2[CH:22]=[CH:21][C:20]([Cl:23])=[CH:19][CH:18]=2)=[C:15]2[C:10]([C:11](=[O:24])[N:12]([CH2:31][C:32]([F:35])([F:34])[F:33])[CH:13]=[CH:14]2)=[N:9]1. (6) Given the reactants [Br:1][C:2]1[CH:3]=[CH:4][C:5]2[S:9][C:8]([C:10]([OH:12])=O)=[CH:7][C:6]=2[CH:13]=1.C(Cl)(=O)C([Cl:17])=O.[CH2:20]([O:22][C:23]([N:25]1[CH2:29][CH2:28][C@H:27]([NH:30][C:31]2[CH:36]=[CH:35][C:34]([NH2:37])=[CH:33][N:32]=2)[CH2:26]1)=[O:24])[CH3:21].C(N(CC)CC)C, predict the reaction product. The product is: [ClH:17].[CH2:20]([O:22][C:23]([N:25]1[CH2:29][CH2:28][C@H:27]([NH:30][C:31]2[CH:36]=[CH:35][C:34]([NH:37][C:10]([C:8]3[S:9][C:5]4[CH:4]=[CH:3][C:2]([Br:1])=[CH:13][C:6]=4[CH:7]=3)=[O:12])=[CH:33][N:32]=2)[CH2:26]1)=[O:24])[CH3:21]. (7) Given the reactants O.[NH2:2][NH2:3].O.Cl[C:6]1[N:7]=[C:8]([NH2:24])[C:9]2[N:10]=[CH:11][N:12]([C:22]=2[N:23]=1)[C@@H:13]1[O:21][C@H:18]([CH2:19][OH:20])[C@@H:16]([OH:17])[C@H:14]1[OH:15].Cl[C:6]1[N:7]=[C:8]([NH2:24])[C:9]2[N:10]=[CH:11][N:12]([C:22]=2[N:23]=1)[C@@H:13]1[O:21][C@H:18]([CH2:19][OH:20])[C@@H:16]([OH:17])[C@H:14]1[OH:15], predict the reaction product. The product is: [NH:2]([C:6]1[N:7]=[C:8]([NH2:24])[C:9]2[N:10]=[CH:11][N:12]([C:22]=2[N:23]=1)[C@@H:13]1[O:21][C@H:18]([CH2:19][OH:20])[C@@H:16]([OH:17])[C@H:14]1[OH:15])[NH2:3]. (8) Given the reactants Cl[C:2]1[C:3]2[N:10]([CH2:11][CH2:12][NH:13][C:14](=[O:20])[O:15][C:16]([CH3:19])([CH3:18])[CH3:17])[CH:9]=[CH:8][C:4]=2[N:5]=[CH:6][N:7]=1.[S:21]1[C:25]2[CH:26]=[CH:27][CH:28]=[C:29]([O:30][C:31]3[CH:37]=[CH:36][C:34]([NH2:35])=[CH:33][C:32]=3[F:38])[C:24]=2[CH:23]=[N:22]1, predict the reaction product. The product is: [S:21]1[C:25]2[CH:26]=[CH:27][CH:28]=[C:29]([O:30][C:31]3[CH:37]=[CH:36][C:34]([NH:35][C:2]4[C:3]5[N:10]([CH2:11][CH2:12][NH:13][C:14](=[O:20])[O:15][C:16]([CH3:19])([CH3:18])[CH3:17])[CH:9]=[CH:8][C:4]=5[N:5]=[CH:6][N:7]=4)=[CH:33][C:32]=3[F:38])[C:24]=2[CH:23]=[N:22]1.